This data is from Catalyst prediction with 721,799 reactions and 888 catalyst types from USPTO. The task is: Predict which catalyst facilitates the given reaction. Reactant: [C:1]([O:5][CH2:6][CH2:7][CH2:8][P:9](=[O:16])([O:13]CC)[O:10]CC)(=[O:4])[CH:2]=[CH2:3].[CH3:17][Si:18](Br)([CH3:20])[CH3:19]. Product: [C:1]([O:5][CH2:6][CH2:7][CH2:8][P:9](=[O:16])([O:13][Si:18]([CH3:20])([CH3:19])[CH3:17])[O:10][Si:18]([CH3:20])([CH3:19])[CH3:17])(=[O:4])[CH:2]=[CH2:3]. The catalyst class is: 2.